Dataset: Forward reaction prediction with 1.9M reactions from USPTO patents (1976-2016). Task: Predict the product of the given reaction. (1) Given the reactants [Br:1][C:2]1[N:3]=[CH:4][C:5]([OH:9])=[N:6][C:7]=1[Cl:8].C1(P(C2C=CC=CC=2)C2C=CC=CC=2)C=CC=CC=1.[C:29]([N:36]1[CH2:41][CH2:40][CH:39](O)[CH2:38][CH2:37]1)([O:31][C:32]([CH3:35])([CH3:34])[CH3:33])=[O:30].CCOC(/N=N/C(OCC)=O)=O, predict the reaction product. The product is: [C:32]([O:31][C:29]([N:36]1[CH2:41][CH2:40][CH:39]([O:9][C:5]2[CH:4]=[N:3][C:2]([Br:1])=[C:7]([Cl:8])[N:6]=2)[CH2:38][CH2:37]1)=[O:30])([CH3:35])([CH3:33])[CH3:34]. (2) The product is: [CH3:22][S:14][C:13]1[NH:15][C:16](=[O:17])[CH:18]=[CH:19][N:12]=1. Given the reactants [OH-].[Na+].[C@@H]1([N:12]2[CH:19]=[CH:18][C:16](=[O:17])[NH:15][C:13]2=[S:14])O[C@H](CO)[C@@H](O)[C@H]1O.CI.[C:22](O)(=O)C, predict the reaction product.